From a dataset of Forward reaction prediction with 1.9M reactions from USPTO patents (1976-2016). Predict the product of the given reaction. (1) The product is: [F:38][C:20]([F:19])([F:39])[C:21]([NH:23][CH2:24][C:25]1[CH:30]=[CH:29][C:28]([F:31])=[C:27]([CH:32]2[CH2:37][CH2:36][N:35]([C:15]([C:4]3[C:3]4[C:7](=[CH:8][CH:9]=[CH:10][C:2]=4[F:1])[N:6]([CH2:11][CH2:12][O:13][CH3:14])[CH:5]=3)=[O:17])[CH2:34][CH2:33]2)[CH:26]=1)=[O:22]. Given the reactants [F:1][C:2]1[CH:10]=[CH:9][CH:8]=[C:7]2[C:3]=1[C:4]([C:15]([OH:17])=O)=[CH:5][N:6]2[CH2:11][CH2:12][O:13][CH3:14].Cl.[F:19][C:20]([F:39])([F:38])[C:21]([NH:23][CH2:24][C:25]1[CH:30]=[CH:29][C:28]([F:31])=[C:27]([CH:32]2[CH2:37][CH2:36][NH:35][CH2:34][CH2:33]2)[CH:26]=1)=[O:22], predict the reaction product. (2) Given the reactants [NH2:1][C:2]1[C:3]([C:12]([N:14]([CH:26]2[CH2:30][CH2:29][CH2:28][CH2:27]2)[CH2:15][C:16]([O:18][CH2:19][C:20]2[CH:25]=[CH:24][CH:23]=[CH:22][CH:21]=2)=[O:17])=[O:13])=[CH:4][C:5]2[C:10]([CH:11]=1)=[CH:9][CH:8]=[CH:7][CH:6]=2.C(N(CC)CC)C.[N:38]([C:41]1[C:46]([CH3:47])=[CH:45][CH:44]=[CH:43][C:42]=1[CH3:48])=[C:39]=[O:40], predict the reaction product. The product is: [CH:26]1([N:14]([C:12]([C:3]2[C:2]([NH:1][C:39]([NH:38][C:41]3[C:42]([CH3:48])=[CH:43][CH:44]=[CH:45][C:46]=3[CH3:47])=[O:40])=[CH:11][C:10]3[C:5](=[CH:6][CH:7]=[CH:8][CH:9]=3)[CH:4]=2)=[O:13])[CH2:15][C:16]([O:18][CH2:19][C:20]2[CH:21]=[CH:22][CH:23]=[CH:24][CH:25]=2)=[O:17])[CH2:30][CH2:29][CH2:28][CH2:27]1.